From a dataset of Retrosynthesis with 50K atom-mapped reactions and 10 reaction types from USPTO. Predict the reactants needed to synthesize the given product. (1) Given the product CCC(=O)N1CCN(C=O)C[C@H]1C(=O)NC(C)(C)C, predict the reactants needed to synthesize it. The reactants are: CCC(=O)N1CCN(C=O)C=C1C(=O)NC(C)(C)C. (2) Given the product Brc1cc(Br)cc(CNC2CC2)c1, predict the reactants needed to synthesize it. The reactants are: NC1CC1.O=Cc1cc(Br)cc(Br)c1. (3) Given the product CCCCC/C(=C\C=C\C(=O)OC)c1cccc(F)c1, predict the reactants needed to synthesize it. The reactants are: CCCCC/C(=C\C=O)c1cccc(F)c1.COC(=O)C=P(c1ccccc1)(c1ccccc1)c1ccccc1. (4) Given the product CCOC(=O)c1nc(-c2cccc(C#C[C@]3(O)CCN(C)C3=O)c2)nc2ccc(OC)cc12, predict the reactants needed to synthesize it. The reactants are: C#C[C@]1(O)CCN(C)C1=O.CCOC(=O)c1nc(-c2cccc(Br)c2)nc2ccc(OC)cc12. (5) Given the product CCCc1c(OCCCOc2ccc(C(=O)NC)c(OC)c2CCC)ccc2c1OC(C(=O)O)CC2, predict the reactants needed to synthesize it. The reactants are: CCCc1c(OCCCOc2ccc(C(=O)NC)c(OC)c2CCC)ccc2c1OC(C(=O)OC)CC2. (6) Given the product N#Cc1csc(N2C(=O)C(Cc3ccccc3)NC2=S)n1, predict the reactants needed to synthesize it. The reactants are: COC(=O)C(Cc1ccccc1)NC(=S)Nc1nc(C#N)cs1. (7) The reactants are: Cc1nc(N2CC[C@@H](N3CCC[C@@H]3C)C2)ccc1N.O=S(=O)(Cl)c1ccc(F)cc1. Given the product Cc1nc(N2CC[C@@H](N3CCC[C@@H]3C)C2)ccc1NS(=O)(=O)c1ccc(F)cc1, predict the reactants needed to synthesize it. (8) Given the product COc1cc2c3c(c1OC)C[C@@H](c1ccccc1)C[C@@H]3[C@H](C(=O)O)CC2, predict the reactants needed to synthesize it. The reactants are: COC(=O)[C@@H]1CCc2cc(OC)c(OC)c3c2[C@@H]1C[C@H](c1ccccc1)C3. (9) Given the product O=C1Nc2cc(-c3ccccc3)ccc2C1=Cc1cc2cc(OCCN3CCOCC3)ccc2[nH]1, predict the reactants needed to synthesize it. The reactants are: O=C1Cc2ccc(-c3ccccc3)cc2N1.O=Cc1cc2cc(OCCN3CCOCC3)ccc2[nH]1. (10) Given the product CC1(C)CN=C2C(=O)c3cc(S(=O)(=O)N4CCCC4)ccc3N2C1, predict the reactants needed to synthesize it. The reactants are: CC1(C)CN=C2N(C1)c1ccc(S(=O)(=O)N3CCCC3)cc1C21OCCCO1.